Dataset: Catalyst prediction with 721,799 reactions and 888 catalyst types from USPTO. Task: Predict which catalyst facilitates the given reaction. (1) Reactant: [CH3:1][O:2][CH:3]([C:7]1[CH:12]=[CH:11][C:10]([C:13]2[O:14][C:15]([CH3:18])=[N:16][N:17]=2)=[CH:9][CH:8]=1)[C:4]([OH:6])=O.C([N:22]([CH:25](C)C)CC)(C)C.[CH3:28][O:29]CCN(S(F)(F)F)CCOC. Product: [CH3:28][O:29][N:22]([CH3:25])[C:4](=[O:6])[CH:3]([O:2][CH3:1])[C:7]1[CH:12]=[CH:11][C:10]([C:13]2[O:14][C:15]([CH3:18])=[N:16][N:17]=2)=[CH:9][CH:8]=1. The catalyst class is: 2. (2) Reactant: [CH3:1][CH2:2][CH2:3][CH2:4][CH2:5][CH3:6].C([Li])CCC.Br[C:13]1[CH:18]=[CH:17][C:16]([C:19]2[CH:24]=[CH:23][CH:22]=[CH:21][CH:20]=2)=[CH:15][CH:14]=1.BrC1C=CC([C:32]2[N:37]=[C:36]([C:38]3[C:47]4[C:42](=[CH:43][CH:44]=[CH:45][CH:46]=4)[CH:41]=[CH:40][CH:39]=3)[N:35]=[C:34]([C:48]3[C:57]4[C:52](=[CH:53][CH:54]=[CH:55][CH:56]=4)[CH:51]=[CH:50][CH:49]=3)[N:33]=2)=CC=1. Product: [C:38]1([C:36]2[N:35]=[C:34]([C:48]3[C:57]4[C:52](=[CH:53][CH:54]=[CH:55][CH:56]=4)[CH:51]=[CH:50][CH:49]=3)[N:33]=[C:32]([C:13]3[CH:18]=[CH:17][C:16]([C:19]4[CH:24]=[CH:23][C:22]([C:3]5[CH:2]=[CH:1][CH:6]=[CH:5][CH:4]=5)=[CH:21][CH:20]=4)=[CH:15][CH:14]=3)[N:37]=2)[C:47]2[C:42](=[CH:43][CH:44]=[CH:45][CH:46]=2)[CH:41]=[CH:40][CH:39]=1. The catalyst class is: 602. (3) Reactant: Cl[C:2]([O:4][CH3:5])=[O:3].[Br:6][C:7]1[CH:8]=[C:9]([NH2:14])[CH:10]=[CH:11][C:12]=1[CH3:13].O. Product: [CH3:5][O:4][C:2](=[O:3])[NH:14][C:9]1[CH:10]=[CH:11][C:12]([CH3:13])=[C:7]([Br:6])[CH:8]=1. The catalyst class is: 17. (4) Reactant: [Na+].[I-:2].ClN1C(=O)CCC1=O.[CH2:11]([O:13][C:14]([C:16]1[NH:17][C:18]2[C:23]([CH:24]=1)=[CH:22][C:21]([C:25]1[CH:30]=[CH:29][C:28]([C:31]([CH3:34])([CH3:33])[CH3:32])=[CH:27][CH:26]=1)=[CH:20][CH:19]=2)=[O:15])[CH3:12].[O-]S([O-])(=S)=O.[Na+].[Na+]. Product: [CH2:11]([O:13][C:14]([C:16]1[NH:17][C:18]2[C:23]([C:24]=1[I:2])=[CH:22][C:21]([C:25]1[CH:26]=[CH:27][C:28]([C:31]([CH3:33])([CH3:32])[CH3:34])=[CH:29][CH:30]=1)=[CH:20][CH:19]=2)=[O:15])[CH3:12]. The catalyst class is: 21. (5) The catalyst class is: 18. Product: [CH:32]1([C:20]2[N:19]=[C:18]([N:14]3[CH2:13][CH2:12][N:11]([C:6]4[CH:7]=[CH:8][CH:9]=[CH:10][C:5]=4[N+:2]([O-:4])=[O:3])[CH2:16][CH2:15]3)[C:27]3[C:22](=[CH:23][C:24]([O:30][CH3:31])=[C:25]([O:28][CH3:29])[CH:26]=3)[N:21]=2)[CH2:34][CH2:33]1. Reactant: Cl.[N+:2]([C:5]1[CH:10]=[CH:9][CH:8]=[CH:7][C:6]=1[N:11]1[CH2:16][CH2:15][NH:14][CH2:13][CH2:12]1)([O-:4])=[O:3].Cl[C:18]1[C:27]2[C:22](=[CH:23][C:24]([O:30][CH3:31])=[C:25]([O:28][CH3:29])[CH:26]=2)[N:21]=[C:20]([CH:32]2[CH2:34][CH2:33]2)[N:19]=1.C([O-])([O-])=O.[K+].[K+].